This data is from Full USPTO retrosynthesis dataset with 1.9M reactions from patents (1976-2016). The task is: Predict the reactants needed to synthesize the given product. (1) Given the product [CH3:30][N:31]1[CH2:32][CH2:33][N:34]([C:37]2[CH:43]=[CH:42][C:40]([NH:41][C:12]3[C:13]4[NH:18][N:17]=[CH:16][C:14]=4[N:15]=[C:10]([C:7]4[CH:6]=[CH:5][C:4]([C:3]([OH:2])=[O:29])=[CH:9][CH:8]=4)[N:11]=3)=[CH:39][CH:38]=2)[CH2:35][CH2:36]1, predict the reactants needed to synthesize it. The reactants are: C[O:2][C:3](=[O:29])[C:4]1[CH:9]=[CH:8][C:7]([C:10]2[N:11]=[C:12](Cl)[C:13]3[C:14](=[CH:16][N:17](CC4C=CC(OC)=CC=4)[N:18]=3)[N:15]=2)=[CH:6][CH:5]=1.[CH3:30][N:31]1[CH2:36][CH2:35][N:34]([C:37]2[CH:43]=[CH:42][C:40]([NH2:41])=[CH:39][CH:38]=2)[CH2:33][CH2:32]1.Cl. (2) Given the product [C:44]([C:39]1[CH:40]=[C:41]2[C:36](=[C:37]([F:48])[CH:38]=1)[C:35](=[O:49])[N:34]([C:7]1[CH:8]=[CH:9][CH:10]=[C:11]([C:12]3[CH:17]=[C:16]([NH:18][C:19]4[N:20]=[CH:21][C:22]([CH:25]5[CH2:30][CH2:29][N:28]([CH3:31])[CH2:27][CH2:26]5)=[CH:23][CH:24]=4)[C:15](=[O:32])[N:14]([CH3:33])[N:13]=3)[C:6]=1[CH2:5][OH:4])[N:43]=[CH:42]2)([CH3:47])([CH3:45])[CH3:46], predict the reactants needed to synthesize it. The reactants are: C([O:4][CH2:5][C:6]1[C:11]([C:12]2[CH:17]=[C:16]([NH:18][C:19]3[CH:24]=[CH:23][C:22]([CH:25]4[CH2:30][CH2:29][N:28]([CH3:31])[CH2:27][CH2:26]4)=[CH:21][N:20]=3)[C:15](=[O:32])[N:14]([CH3:33])[N:13]=2)=[CH:10][CH:9]=[CH:8][C:7]=1[N:34]1[N:43]=[CH:42][C:41]2[C:36](=[C:37]([F:48])[CH:38]=[C:39]([C:44]([CH3:47])([CH3:46])[CH3:45])[CH:40]=2)[C:35]1=[O:49])(=O)C.[OH-].[Na+]. (3) Given the product [C:15]([O:14][C:12](=[O:19])[NH:13][C:2]1[CH:3]=[C:4]([C:5]#[N:6])[CH:7]=[C:8]([Br:11])[C:9]=1[F:10])([CH3:18])([CH3:17])[CH3:16], predict the reactants needed to synthesize it. The reactants are: Br[C:2]1[CH:3]=[C:4]([CH:7]=[C:8]([Br:11])[C:9]=1[F:10])[C:5]#[N:6].[C:12](=[O:19])([O:14][C:15]([CH3:18])([CH3:17])[CH3:16])[NH2:13].CC1(C)C2C(=C(P(C3C=CC=CC=3)C3C=CC=CC=3)C=CC=2)OC2C(P(C3C=CC=CC=3)C3C=CC=CC=3)=CC=CC1=2.C(=O)([O-])[O-].[Cs+].[Cs+]. (4) Given the product [C:1]([OH:7])([C:3]([F:6])([F:5])[F:4])=[O:2].[NH:45]1[CH2:46][CH2:47][CH2:48][C@H:44]1[C:42]1[NH:43][C:39]([C:38]#[C:37][C:34]2[CH:35]=[CH:36][C:31]([C:28]3[CH:29]=[CH:30][C:25]([C:23]4[N:24]=[C:20]([C@@H:16]5[CH2:17][CH2:18][CH2:19][NH:15]5)[NH:21][CH:22]=4)=[CH:26][CH:27]=3)=[CH:32][CH:33]=2)=[CH:40][N:41]=1, predict the reactants needed to synthesize it. The reactants are: [C:1]([OH:7])([C:3]([F:6])([F:5])[F:4])=[O:2].C(OC([N:15]1[CH2:19][CH2:18][CH2:17][C@H:16]1[C:20]1[NH:21][CH:22]=[C:23]([C:25]2[CH:30]=[CH:29][C:28]([C:31]3[CH:36]=[CH:35][C:34]([C:37]#[C:38][C:39]4[NH:43][C:42]([C@@H:44]5[CH2:48][CH2:47][CH2:46][N:45]5C(OC(C)(C)C)=O)=[N:41][CH:40]=4)=[CH:33][CH:32]=3)=[CH:27][CH:26]=2)[N:24]=1)=O)(C)(C)C. (5) The reactants are: [F:1][C:2]1[CH:3]=[C:4]([CH:6]=[CH:7][C:8]=1[O:9][C:10]1[C:19]2[C:14](=[CH:15][C:16]([O:22][CH2:23][CH2:24][CH2:25][N:26]3[CH2:31][CH2:30][O:29][CH2:28][CH2:27]3)=[C:17]([O:20][CH3:21])[CH:18]=2)[N:13]=[CH:12][CH:11]=1)[NH2:5].[N:32]1[CH:37]=[CH:36][CH:35]=[CH:34][C:33]=1[CH2:38][C:39](O)=[O:40].Cl.C(N=C=NCCCN(C)C)C.N1(O)C2C=CC=CC=2N=N1.C(N(C(C)C)C(C)C)C. Given the product [O:29]1[CH2:30][CH2:31][N:26]([CH2:25][CH2:24][CH2:23][O:22][C:16]2[CH:15]=[C:14]3[C:19]([C:10]([O:9][C:8]4[CH:7]=[CH:6][C:4]([NH:5][C:39](=[O:40])[CH2:38][C:33]5[CH:34]=[CH:35][CH:36]=[CH:37][N:32]=5)=[CH:3][C:2]=4[F:1])=[CH:11][CH:12]=[N:13]3)=[CH:18][C:17]=2[O:20][CH3:21])[CH2:27][CH2:28]1, predict the reactants needed to synthesize it. (6) Given the product [F:71][C:30]([F:29])([F:70])[C:31]1[CH:32]=[C:33]([NH:41][C:42](=[O:69])[N:43]([CH:59]2[CH2:60][CH2:61][CH:62]([C:65]([CH3:66])([CH3:67])[CH3:68])[CH2:63][CH2:64]2)[CH2:44][C:45]2[CH:46]=[CH:47][C:48]([CH:51]([OH:58])[CH2:52][C:53]3[N:54]=[N:55][NH:56][N:57]=3)=[CH:49][CH:50]=2)[CH:34]=[C:35]([C:37]([F:38])([F:39])[F:40])[CH:36]=1, predict the reactants needed to synthesize it. The reactants are: CB1N2CCC[C@H]2C(C2C=CC=CC=2)(C2C=CC=CC=2)O1.C1(C)C=CC=CC=1.[F:29][C:30]([F:71])([F:70])[C:31]1[CH:32]=[C:33]([NH:41][C:42](=[O:69])[N:43]([CH:59]2[CH2:64][CH2:63][CH:62]([C:65]([CH3:68])([CH3:67])[CH3:66])[CH2:61][CH2:60]2)[CH2:44][C:45]2[CH:50]=[CH:49][C:48]([C:51](=[O:58])[CH2:52][C:53]3[N:54]=[N:55][NH:56][N:57]=3)=[CH:47][CH:46]=2)[CH:34]=[C:35]([C:37]([F:40])([F:39])[F:38])[CH:36]=1. (7) Given the product [NH2:24][C:23]1[N:6]([C:2]([CH3:5])([CH3:4])[CH3:3])[N:7]=[CH:16][C:17]=1[C:18]([O:20][CH2:21][CH3:22])=[O:19], predict the reactants needed to synthesize it. The reactants are: Cl.[C:2]([NH:6][NH2:7])([CH3:5])([CH3:4])[CH3:3].C([O-])(=O)C.[Na+].C(O[CH:16]=[C:17]([C:23]#[N:24])[C:18]([O:20][CH2:21][CH3:22])=[O:19])C.